This data is from Full USPTO retrosynthesis dataset with 1.9M reactions from patents (1976-2016). The task is: Predict the reactants needed to synthesize the given product. (1) The reactants are: [CH3:1][N:2]([CH3:7])[CH2:3][CH2:4][CH2:5][OH:6].[H-].[Na+].[F:10][C:11]1[C:17](F)=[CH:16][C:14]([NH2:15])=[C:13]([N+:19]([O-:21])=[O:20])[CH:12]=1.O. Given the product [CH3:1][N:2]([CH3:7])[CH2:3][CH2:4][CH2:5][O:6][C:17]1[C:11]([F:10])=[CH:12][C:13]([N+:19]([O-:21])=[O:20])=[C:14]([NH2:15])[CH:16]=1, predict the reactants needed to synthesize it. (2) The reactants are: Cl[C:2]1[N:10]=[CH:9][C:8]([F:11])=[CH:7][C:3]=1[C:4]([OH:6])=[O:5].C(=O)([O-])[O-].[K+].[K+].[F:18][C:19]1[CH:26]=[CH:25][C:22]([CH2:23][NH2:24])=[CH:21][CH:20]=1. Given the product [F:11][C:8]1[CH:7]=[C:3]([C:4]([OH:6])=[O:5])[C:2]([NH:24][CH2:23][C:22]2[CH:25]=[CH:26][C:19]([F:18])=[CH:20][CH:21]=2)=[N:10][CH:9]=1, predict the reactants needed to synthesize it. (3) Given the product [CH3:1][C:2]1[C:7](/[CH:8]=[C:26](\[CH2:25][CH3:24])/[C:27]([O:29][CH2:30][CH3:31])=[O:28])=[C:6]([O:10][CH3:11])[C:5]([O:12][CH3:13])=[C:4]([O:14][CH3:15])[C:3]=1[O:16][CH3:17], predict the reactants needed to synthesize it. The reactants are: [CH3:1][C:2]1[C:7]([CH:8]=O)=[C:6]([O:10][CH3:11])[C:5]([O:12][CH3:13])=[C:4]([O:14][CH3:15])[C:3]=1[O:16][CH3:17].CC1[C:24](/[CH:25]=[CH:26]/[C:27]([O:29][CH2:30][CH3:31])=[O:28])=C(OC)C(OC)=C(OC)C=1OC. (4) Given the product [CH2:13]([O:12][C:10](=[O:11])[CH:15]=[CH:8][C:6]1[CH:5]=[CH:4][CH:3]=[C:2]([CH3:1])[N:7]=1)[CH3:14], predict the reactants needed to synthesize it. The reactants are: [CH3:1][C:2]1[N:7]=[C:6]([CH:8]=O)[CH:5]=[CH:4][CH:3]=1.[C:10]([CH:15]=P(C1C=CC=CC=1)(C1C=CC=CC=1)C1C=CC=CC=1)([O:12][CH2:13][CH3:14])=[O:11].